Dataset: Peptide-MHC class II binding affinity with 134,281 pairs from IEDB. Task: Regression. Given a peptide amino acid sequence and an MHC pseudo amino acid sequence, predict their binding affinity value. This is MHC class II binding data. (1) The peptide sequence is KTFEREYPTIKQKKP. The MHC is HLA-DQA10102-DQB10501 with pseudo-sequence HLA-DQA10102-DQB10501. The binding affinity (normalized) is 0.348. (2) The peptide sequence is YDKLLANVSTVLTGK. The MHC is DRB1_0802 with pseudo-sequence DRB1_0802. The binding affinity (normalized) is 0.795. (3) The peptide sequence is LSEEKVPWDQVVMTS. The MHC is HLA-DQA10601-DQB10402 with pseudo-sequence HLA-DQA10601-DQB10402. The binding affinity (normalized) is 0.336.